Dataset: Full USPTO retrosynthesis dataset with 1.9M reactions from patents (1976-2016). Task: Predict the reactants needed to synthesize the given product. (1) Given the product [Br:27][C:20]1[C:21]([C:25]#[N:26])=[N:22][N:23]([CH3:24])[C:19]=1[CH2:18][CH2:17][NH:16][C:9](=[O:10])[O:11][C:12]([CH3:13])([CH3:14])[CH3:15], predict the reactants needed to synthesize it. The reactants are: [C:9](O[C:9]([O:11][C:12]([CH3:15])([CH3:14])[CH3:13])=[O:10])([O:11][C:12]([CH3:15])([CH3:14])[CH3:13])=[O:10].[NH2:16][CH2:17][CH2:18][C:19]1[N:23]([CH3:24])[N:22]=[C:21]([C:25]#[N:26])[C:20]=1[Br:27].O. (2) Given the product [F:19][C:16]1[CH:17]=[CH:18][C:13]([O:12][CH:10]2[CH2:11][N:8]([C:4]3[N:3]=[C:2]([NH:20][C:21]4[CH:22]=[C:23]([CH:28]=[CH:29][CH:30]=4)[C:24]([NH:26][CH3:27])=[O:25])[CH:7]=[CH:6][CH:5]=3)[CH2:9]2)=[CH:14][CH:15]=1, predict the reactants needed to synthesize it. The reactants are: Br[C:2]1[CH:7]=[CH:6][CH:5]=[C:4]([N:8]2[CH2:11][CH:10]([O:12][C:13]3[CH:18]=[CH:17][C:16]([F:19])=[CH:15][CH:14]=3)[CH2:9]2)[N:3]=1.[NH2:20][C:21]1[CH:22]=[C:23]([CH:28]=[CH:29][CH:30]=1)[C:24]([NH:26][CH3:27])=[O:25].C(=O)([O-])[O-].[K+].[K+].CC(O)(C)C. (3) Given the product [I:1][C:2]1[CH:3]=[C:4]([NH:28][C:42]([NH:41][C:36](=[O:40])[O:37][CH2:38][CH3:39])=[S:43])[C:5]([NH:8][CH2:9][C:10]2[CH:15]=[CH:14][C:13]([O:16][CH2:17][C:18]3[CH:23]=[CH:22][C:21]([O:24][CH3:25])=[CH:20][CH:19]=3)=[C:12]([O:26][CH3:27])[CH:11]=2)=[N:6][CH:7]=1, predict the reactants needed to synthesize it. The reactants are: [I:1][C:2]1[CH:3]=[C:4]([NH2:28])[C:5]([NH:8][CH2:9][C:10]2[CH:15]=[CH:14][C:13]([O:16][CH2:17][C:18]3[CH:23]=[CH:22][C:21]([O:24][CH3:25])=[CH:20][CH:19]=3)=[C:12]([O:26][CH3:27])[CH:11]=2)=[N:6][CH:7]=1.C(N(CC)CC)C.[C:36]([N:41]=[C:42]=[S:43])(=[O:40])[O:37][CH2:38][CH3:39]. (4) Given the product [Cl:29][C:30]1[CH:31]=[C:32]([CH:36]=[C:37]([Cl:39])[CH:38]=1)[C:33]([NH:13][NH:12][C:11](=[O:10])[C:14]1[CH:19]=[CH:18][C:17]([O:20][CH2:21][CH2:22][CH2:23][CH2:24][CH2:25][CH2:26][CH2:27][CH3:28])=[CH:16][CH:15]=1)=[O:34], predict the reactants needed to synthesize it. The reactants are: BrC1C=CC(Br)=CC=1C1[O:10][C:11]([C:14]2[CH:19]=[CH:18][C:17]([O:20][CH2:21][CH2:22][CH2:23][CH2:24][CH2:25][CH2:26][CH2:27][CH3:28])=[CH:16][CH:15]=2)=[N:12][N:13]=1.[Cl:29][C:30]1[CH:31]=[C:32]([CH:36]=[C:37]([Cl:39])[CH:38]=1)[C:33](Cl)=[O:34]. (5) Given the product [O:37]=[C:9]1[N:10]([C:19]2[CH:20]=[CH:21][C:22]([CH2:25][C:26](=[O:36])[NH:27][CH2:28][CH2:29][C:30]3[CH:31]=[CH:32][CH:33]=[CH:34][CH:35]=3)=[CH:23][CH:24]=2)[C:11](=[O:18])[C:12]2[C:17](=[CH:16][CH:15]=[CH:14][CH:13]=2)[N:8]1[CH2:7][C:6]([OH:38])=[O:5], predict the reactants needed to synthesize it. The reactants are: C([O:5][C:6](=[O:38])[CH2:7][N:8]1[C:17]2[C:12](=[CH:13][CH:14]=[CH:15][CH:16]=2)[C:11](=[O:18])[N:10]([C:19]2[CH:24]=[CH:23][C:22]([CH2:25][C:26](=[O:36])[NH:27][CH2:28][CH2:29][C:30]3[CH:35]=[CH:34][CH:33]=[CH:32][CH:31]=3)=[CH:21][CH:20]=2)[C:9]1=[O:37])(C)(C)C.C([SiH](CC)CC)C.C(O)(C(F)(F)F)=O.